Predict which catalyst facilitates the given reaction. From a dataset of Catalyst prediction with 721,799 reactions and 888 catalyst types from USPTO. (1) Reactant: [C:9](O[C:9]([O:11][C:12]([CH3:15])([CH3:14])[CH3:13])=[O:10])([O:11][C:12]([CH3:15])([CH3:14])[CH3:13])=[O:10].[CH3:16][C:17]1([CH3:23])[CH2:22][NH:21][CH2:20][CH2:19][NH:18]1. Product: [CH3:16][C:17]1([CH3:23])[NH:18][CH2:19][CH2:20][N:21]([C:9]([O:11][C:12]([CH3:13])([CH3:14])[CH3:15])=[O:10])[CH2:22]1. The catalyst class is: 2. (2) Reactant: [Cl:1][C:2]1[CH:3]=[C:4]([CH:6]=[CH:7][C:8]=1[B:9]1[O:13][C:12]([CH3:15])([CH3:14])[C:11]([CH3:17])([CH3:16])[O:10]1)[NH2:5].[S:18](Cl)([CH3:21])(=[O:20])=[O:19]. Product: [Cl:1][C:2]1[CH:3]=[C:4]([NH:5][S:18]([CH3:21])(=[O:20])=[O:19])[CH:6]=[CH:7][C:8]=1[B:9]1[O:13][C:12]([CH3:15])([CH3:14])[C:11]([CH3:17])([CH3:16])[O:10]1. The catalyst class is: 2. (3) Reactant: COC(C)(C)C.[C:7]([O:12][CH:13]([O:17][C:18]([CH3:20])=[S:19])[CH2:14][CH2:15][CH3:16])(=[O:11])[CH2:8][CH2:9][CH3:10]. Product: [C:7]([O:12][C@@H:13]([O:17][C:18]([CH3:20])=[S:19])[CH2:14][CH2:15][CH3:16])(=[O:11])[CH2:8][CH2:9][CH3:10]. The catalyst class is: 6. (4) Reactant: [CH3:1][C:2]1[CH:3]=[C:4]([C:12]2[CH:17]=[CH:16][C:15]([N+:18]([O-:20])=[O:19])=[CH:14][CH:13]=2)[CH:5]=[CH:6][C:7]=1[C:8]([O:10][CH3:11])=[O:9].C(OOC(=O)C1C=CC=CC=1)(=O)C1C=CC=CC=1.C1C(=O)N([Br:46])C(=O)C1. Product: [Br:46][CH2:1][C:2]1[CH:3]=[C:4]([C:12]2[CH:17]=[CH:16][C:15]([N+:18]([O-:20])=[O:19])=[CH:14][CH:13]=2)[CH:5]=[CH:6][C:7]=1[C:8]([O:10][CH3:11])=[O:9]. The catalyst class is: 53. (5) Reactant: [Li+].CC([N-]C(C)C)C.[C:9]([O:14][CH2:15][CH3:16])(=[O:13])[CH:10]([CH3:12])[CH3:11].Br[CH2:18][CH2:19][CH2:20][CH2:21][CH2:22][CH2:23][CH2:24][Br:25]. Product: [CH3:11][C:10]([CH3:12])([CH2:18][CH2:19][CH2:20][CH2:21][CH2:22][CH2:23][CH2:24][Br:25])[C:9]([O:14][CH2:15][CH3:16])=[O:13]. The catalyst class is: 1. (6) Reactant: Cl[C:2]1[CH:7]=[C:6]([C:8]2[N:9]([C:23]3[CH:28]=[CH:27][C:26]([F:29])=[CH:25][CH:24]=3)[C:10](=[O:22])[N:11]([CH2:13][C:14]3[CH:19]=[CH:18][CH:17]=[CH:16][C:15]=3[C:20]#[N:21])[CH:12]=2)[CH:5]=[CH:4][N:3]=1.[CH3:30][C@H:31]([NH2:38])[C:32]1[CH:37]=[CH:36][CH:35]=[CH:34][CH:33]=1.CC(C)([O-])C.[Na+].C(OCC)(=O)C. Product: [C:20]([C:15]1[CH:16]=[CH:17][CH:18]=[CH:19][C:14]=1[CH2:13][N:11]1[CH:12]=[C:8]([C:6]2[CH:5]=[CH:4][N:3]=[C:2]([NH:38][C@H:31]([C:32]3[CH:37]=[CH:36][CH:35]=[CH:34][CH:33]=3)[CH3:30])[CH:7]=2)[N:9]([C:23]2[CH:28]=[CH:27][C:26]([F:29])=[CH:25][CH:24]=2)[C:10]1=[O:22])#[N:21]. The catalyst class is: 164. (7) Reactant: [C:1]([N:9]1[CH2:14][CH2:13][CH2:12][CH:11]([C:15]([O:17][CH2:18][CH3:19])=[O:16])[CH2:10]1)(=[O:8])[C:2]1[CH:7]=[CH:6][CH:5]=[CH:4][CH:3]=1.[Li+].CC([N-]C(C)C)C.[CH2:28](Br)[C:29]1[CH:34]=[CH:33][CH:32]=[CH:31][CH:30]=1.N#N.Cl. Product: [C:1]([N:9]1[CH2:14][CH2:13][CH2:12][C:11]([CH2:28][C:29]2[CH:34]=[CH:33][CH:32]=[CH:31][CH:30]=2)([C:15]([O:17][CH2:18][CH3:19])=[O:16])[CH2:10]1)(=[O:8])[C:2]1[CH:3]=[CH:4][CH:5]=[CH:6][CH:7]=1. The catalyst class is: 1. (8) Reactant: S([NH:11]/[N:12]=[CH:13]/[C:14]([OH:16])=[O:15])(C1C=CC(C)=CC=1)(=O)=O.O[N:18]1[C:22](=[O:23])[CH2:21][CH2:20][C:19]1=[O:24].C1(N=C=NC2CCCCC2)CCCCC1. Product: [O:24]=[C:19]1[CH2:20][CH2:21][C:22](=[O:23])[N:18]1[O:16][C:14](=[O:15])[CH:13]=[N+:12]=[N-:11]. The catalyst class is: 12. (9) Reactant: [C:1]([N:8]1[CH:12]=[CH:11]N=C1)([N:3]1[CH:7]=[CH:6]N=C1)=[O:2].NC1[CH:15]=[C:16]([CH:20]([CH3:23])[C:21]#[N:22])[CH:17]=[CH:18]C=1.NC1C=[CH:41][C:28]([O:29][C:30]2[CH:35]=[CH:34][N:33]=[C:32]([NH:36][CH2:37][CH2:38][CH2:39][OH:40])[N:31]=2)=[CH:27][CH:26]=1. Product: [C:21]([CH:20]([CH3:23])[C:16]1[CH:15]=[C:12]([NH:8][C:1]([NH:3][C:7]2[CH:6]=[CH:41][C:28]([O:29][C:30]3[CH:35]=[CH:34][N:33]=[C:32]([NH:36][CH2:37][CH2:38][CH2:39][OH:40])[N:31]=3)=[CH:27][CH:26]=2)=[O:2])[CH:11]=[CH:18][CH:17]=1)#[N:22]. The catalyst class is: 4.